This data is from Full USPTO retrosynthesis dataset with 1.9M reactions from patents (1976-2016). The task is: Predict the reactants needed to synthesize the given product. (1) The reactants are: [Cl:1][C:2]1[CH:3]=[C:4]([C:9]2[C:14]([C:15]([NH:17][CH2:18][CH2:19][CH2:20][C:21]3[CH:26]=[CH:25][CH:24]=[CH:23][CH:22]=3)=[O:16])=[C:13]([CH3:27])[N:12]=[C:11](SC)[N:10]=2)[CH:5]=[CH:6][C:7]=1[Cl:8].ClC1C=CC=C([C:37](OO)=[O:38])C=1.S(=O)(O)[O-].[Na+].C[O-].[Na+]. Given the product [Cl:1][C:2]1[CH:3]=[C:4]([C:9]2[C:14]([C:15]([NH:17][CH2:18][CH2:19][CH2:20][C:21]3[CH:26]=[CH:25][CH:24]=[CH:23][CH:22]=3)=[O:16])=[C:13]([CH3:27])[N:12]=[C:11]([O:38][CH3:37])[N:10]=2)[CH:5]=[CH:6][C:7]=1[Cl:8], predict the reactants needed to synthesize it. (2) Given the product [Cl:20][C:18]1[N:17]=[C:16]([O:21][C@@H:22]([C@H:24]2[CH2:28][NH:27][C:26](=[O:39])[CH2:25]2)[CH3:23])[C:15]2[N:11]([CH2:10][CH2:9][OH:8])[CH:12]=[N:13][C:14]=2[CH:19]=1, predict the reactants needed to synthesize it. The reactants are: [Si]([O:8][CH2:9][CH2:10][N:11]1[C:15]2[C:16]([O:21][C@@H:22]([C@H:24]3[CH2:28][N:27]([C@@H](C4C=CC(OC)=CC=4)C)[C:26](=[O:39])[CH2:25]3)[CH3:23])=[N:17][C:18]([Cl:20])=[CH:19][C:14]=2[N:13]=[CH:12]1)(C(C)(C)C)(C)C.FC(F)(F)C(O)=O.CO. (3) The reactants are: [Cl:1][C:2]1[CH:40]=[CH:39][C:5]([CH2:6][N:7]([CH2:35][CH:36]([CH3:38])[CH3:37])[S:8]([C:11]2[CH:16]=[CH:15][C:14]([O:17][C@@H:18]3[CH2:23][CH2:22][NH:21][CH2:20][C@H:19]3[O:24][Si:25]([CH:32]([CH3:34])[CH3:33])([CH:29]([CH3:31])[CH3:30])[CH:26]([CH3:28])[CH3:27])=[CH:13][CH:12]=2)(=[O:10])=[O:9])=[CH:4][CH:3]=1.CCN(C(C)C)C(C)C.[CH3:50][S:51](Cl)(=[O:53])=[O:52].C([O-])(O)=O.[Na+]. Given the product [Cl:1][C:2]1[CH:3]=[CH:4][C:5]([CH2:6][N:7]([CH2:35][CH:36]([CH3:38])[CH3:37])[S:8]([C:11]2[CH:12]=[CH:13][C:14]([O:17][C@@H:18]3[CH2:23][CH2:22][N:21]([S:51]([CH3:50])(=[O:53])=[O:52])[CH2:20][C@H:19]3[O:24][Si:25]([CH:32]([CH3:34])[CH3:33])([CH:29]([CH3:30])[CH3:31])[CH:26]([CH3:28])[CH3:27])=[CH:15][CH:16]=2)(=[O:9])=[O:10])=[CH:39][CH:40]=1, predict the reactants needed to synthesize it. (4) The reactants are: [CH3:1][C:2]1[N:3]=[C:4]([C:11]2[CH:16]=[CH:15][C:14]([C:17]([F:20])([F:19])[F:18])=[CH:13][CH:12]=2)[O:5][C:6]=1[C:7](=[O:10])[CH2:8][CH3:9].CC1N=C(C2C=CC(C(F)(F)F)=CC=2)OC=1C(O)CC.O1CCCC1.[BH4-].[Li+]. Given the product [CH3:1][C:2]1[N:3]=[C:4]([C:11]2[CH:16]=[CH:15][C:14]([C:17]([F:20])([F:18])[F:19])=[CH:13][CH:12]=2)[O:5][C:6]=1[CH:7]([OH:10])[CH2:8][CH3:9], predict the reactants needed to synthesize it. (5) Given the product [F:1][C:2]1[CH:3]=[CH:4][C:5]([N:8]2[C:16]3[C:11](=[CH:12][C:13]([CH:17]([C:25]4[CH:26]=[CH:27][CH:28]=[CH:29][CH:30]=4)[CH:18]([CH2:23][CH3:24])[C:19]([OH:21])=[O:20])=[CH:14][CH:15]=3)[CH:10]=[N:9]2)=[CH:6][CH:7]=1, predict the reactants needed to synthesize it. The reactants are: [F:1][C:2]1[CH:7]=[CH:6][C:5]([N:8]2[C:16]3[C:11](=[CH:12][C:13]([CH:17]([C:25]4[CH:30]=[CH:29][CH:28]=[CH:27][CH:26]=4)[CH:18]([CH2:23][CH3:24])[C:19]([O:21]C)=[O:20])=[CH:14][CH:15]=3)[CH:10]=[N:9]2)=[CH:4][CH:3]=1.Cl. (6) Given the product [CH3:5][O:7][C:8](=[O:14])[CH2:9][CH2:10][C:11]([CH2:3][Cl:4])=[O:13], predict the reactants needed to synthesize it. The reactants are: [N+](=[CH2:3])=[N-].[Cl-:4].[CH2:5]([O:7][C:8](=[O:14])[CH2:9][CH2:10][C:11]([OH:13])=O)C. (7) Given the product [C:29]([O:33][C:34](=[O:35])[NH:36][C:37]1([C:40](=[O:41])[NH:1][C:2]2[CH:7]=[CH:6][CH:5]=[C:4]([C@H:8]([N:16]([CH3:28])[C:17](=[O:27])[CH2:18][C:19]3[CH:24]=[CH:23][C:22]([Cl:25])=[C:21]([Cl:26])[CH:20]=3)[CH2:9][N:10]3[CH2:14][CH2:13][C@H:12]([OH:15])[CH2:11]3)[CH:3]=2)[CH2:38][CH2:39]1)([CH3:32])([CH3:30])[CH3:31], predict the reactants needed to synthesize it. The reactants are: [NH2:1][C:2]1[CH:3]=[C:4]([C@H:8]([N:16]([CH3:28])[C:17](=[O:27])[CH2:18][C:19]2[CH:24]=[CH:23][C:22]([Cl:25])=[C:21]([Cl:26])[CH:20]=2)[CH2:9][N:10]2[CH2:14][CH2:13][C@H:12]([OH:15])[CH2:11]2)[CH:5]=[CH:6][CH:7]=1.[C:29]([O:33][C:34]([NH:36][C:37]1([C:40](O)=[O:41])[CH2:39][CH2:38]1)=[O:35])([CH3:32])([CH3:31])[CH3:30].CN(C)C1C=CN=CC=1.C1(C)C=CC(S(O)(=O)=O)=CC=1.C(N=C=NC(C)C)(C)C.